Dataset: Reaction yield outcomes from USPTO patents with 853,638 reactions. Task: Predict the reaction yield, written as a fraction of the theoretical maximum amount of product (1.0 means a 100% yield; for example, 0.34 means a 34% yield). (1) The reactants are [CH:1]([O:4][C:5]1[C:10]([C:11]([NH2:13])=[O:12])=[C:9]([CH3:14])[N:8]=[C:7]([O:15][CH:16]([CH3:18])[CH3:17])[CH:6]=1)([CH3:3])[CH3:2].[Li]CCCC.[CH2:24]([O:31][C:32]1[C:39]([CH3:40])=[CH:38][C:35]([C:36]#N)=[CH:34][C:33]=1[CH3:41])[C:25]1[CH:30]=[CH:29][CH:28]=[CH:27][CH:26]=1.O. The catalyst is C1COCC1.C(OCC)(=O)C.C(O)(=O)C. The product is [CH2:24]([O:31][C:32]1[C:33]([CH3:41])=[CH:34][C:35]([C:36]2[NH:13][C:11](=[O:12])[C:10]3[C:5]([O:4][CH:1]([CH3:3])[CH3:2])=[CH:6][C:7]([O:15][CH:16]([CH3:18])[CH3:17])=[N:8][C:9]=3[CH:14]=2)=[CH:38][C:39]=1[CH3:40])[C:25]1[CH:26]=[CH:27][CH:28]=[CH:29][CH:30]=1. The yield is 0.179. (2) The reactants are [Cl:1][C:2]1[CH:23]=[C:22]([C:24]([F:27])([F:26])[F:25])[CH:21]=[CH:20][C:3]=1[CH2:4][N:5]1[C:9](/[CH:10]=[CH:11]/[C:12](O)=[O:13])=[CH:8][C:7]([O:15][CH2:16][CH2:17][O:18][CH3:19])=[N:6]1.[CH3:28][CH:29]([CH3:36])[CH2:30][CH2:31][S:32]([NH2:35])(=[O:34])=[O:33].N12CCCN=C1CCCCC2.Cl. The catalyst is CN(C)C=O.O. The product is [Cl:1][C:2]1[CH:23]=[C:22]([C:24]([F:27])([F:25])[F:26])[CH:21]=[CH:20][C:3]=1[CH2:4][N:5]1[C:9](/[CH:10]=[CH:11]/[C:12]([NH:35][S:32]([CH2:31][CH2:30][CH:29]([CH3:36])[CH3:28])(=[O:34])=[O:33])=[O:13])=[CH:8][C:7]([O:15][CH2:16][CH2:17][O:18][CH3:19])=[N:6]1. The yield is 0.540. (3) No catalyst specified. The reactants are [C:1]([C:4]1[CH:5]=[C:6]([S:10](Cl)(=[O:12])=[O:11])[CH:7]=[CH:8][CH:9]=1)(=[O:3])[CH3:2].[NH2:14][C:15]1[CH:16]=[C:17]([OH:24])[C:18](=[CH:22][CH:23]=1)[C:19]([OH:21])=[O:20]. The product is [C:1]([C:4]1[CH:5]=[C:6]([S:10]([NH:14][C:15]2[CH:23]=[CH:22][C:18]([C:19]([OH:21])=[O:20])=[C:17]([OH:24])[CH:16]=2)(=[O:12])=[O:11])[CH:7]=[CH:8][CH:9]=1)(=[O:3])[CH3:2]. The yield is 0.210. (4) The reactants are [OH:1][C:2]1[CH:7]=[CH:6][C:5]([C:8](=[O:10])[CH3:9])=[C:4]([CH3:11])[CH:3]=1.[Cl:12][C:13]1[CH:18]=[CH:17][CH:16]=[C:15]([Cl:19])[C:14]=1[N:20]1[C:24]([CH2:25]O)=[C:23]([CH:27]([CH3:29])[CH3:28])[CH:22]=[N:21]1.C(P(CCCC)CCCC)CCC.C1CCN(C(N=NC(N2CCCCC2)=O)=O)CC1. The catalyst is C1(C)C=CC=CC=1. The product is [Cl:12][C:13]1[CH:18]=[CH:17][CH:16]=[C:15]([Cl:19])[C:14]=1[N:20]1[C:24]([CH2:25][O:1][C:2]2[CH:7]=[CH:6][C:5]([C:8](=[O:10])[CH3:9])=[C:4]([CH3:11])[CH:3]=2)=[C:23]([CH:27]([CH3:29])[CH3:28])[CH:22]=[N:21]1. The yield is 0.640. (5) The reactants are [OH-].[Na+].[CH2:3]([NH:10][C:11](=[O:34])[N:12]([C:14]1[CH:15]=[C:16]([C:20]2[CH:25]=[CH:24][C:23](/[CH:26]=[C:27](\[CH3:33])/[C:28]([O:30]CC)=[O:29])=[CH:22][CH:21]=2)[CH:17]=[CH:18][CH:19]=1)[CH3:13])[CH2:4][CH2:5][CH2:6][CH2:7][CH2:8][CH3:9].O1CCCC1.CO.O. The catalyst is C(O)(=O)C. The product is [CH2:3]([NH:10][C:11](=[O:34])[N:12]([C:14]1[CH:15]=[C:16]([C:20]2[CH:25]=[CH:24][C:23](/[CH:26]=[C:27](\[CH3:33])/[C:28]([OH:30])=[O:29])=[CH:22][CH:21]=2)[CH:17]=[CH:18][CH:19]=1)[CH3:13])[CH2:4][CH2:5][CH2:6][CH2:7][CH2:8][CH3:9]. The yield is 0.400.